Dataset: Forward reaction prediction with 1.9M reactions from USPTO patents (1976-2016). Task: Predict the product of the given reaction. (1) The product is: [CH3:41][S:42]([O:1][CH2:2][C@@H:3]1[N:8]([C:9]2[CH:14]=[CH:13][C:12]([C:15]([OH:24])([C:16]([F:17])([F:18])[F:19])[C:20]([F:21])([F:22])[F:23])=[CH:11][CH:10]=2)[CH2:7][CH2:6][N:5]([C:25]([O:27][C:28]([CH3:31])([CH3:30])[CH3:29])=[O:26])[CH2:4]1)(=[O:44])=[O:43]. Given the reactants [OH:1][CH2:2][C@@H:3]1[N:8]([C:9]2[CH:14]=[CH:13][C:12]([C:15]([OH:24])([C:20]([F:23])([F:22])[F:21])[C:16]([F:19])([F:18])[F:17])=[CH:11][CH:10]=2)[CH2:7][CH2:6][N:5]([C:25]([O:27][C:28]([CH3:31])([CH3:30])[CH3:29])=[O:26])[CH2:4]1.CCN(C(C)C)C(C)C.[CH3:41][S:42](Cl)(=[O:44])=[O:43], predict the reaction product. (2) Given the reactants [OH:1][C:2]1[CH:7]=[CH:6][CH:5]=[CH:4][C:3]=1[C:8](=[O:10])[CH3:9].[CH3:11][C:12]([CH3:14])=O.N1CCCC1, predict the reaction product. The product is: [CH3:11][C:12]1([CH3:14])[CH2:9][C:8](=[O:10])[C:3]2[C:2](=[CH:7][CH:6]=[CH:5][CH:4]=2)[O:1]1. (3) Given the reactants [F:1][C:2]([F:14])([F:13])[O:3][C:4]1[CH:9]=[CH:8][C:7]([CH2:10][C:11]#[N:12])=[CH:6][CH:5]=1.CO, predict the reaction product. The product is: [F:1][C:2]([F:13])([F:14])[O:3][C:4]1[CH:5]=[CH:6][C:7]([CH2:10][CH2:11][NH2:12])=[CH:8][CH:9]=1. (4) Given the reactants Cl.COC[O:5][C:6]1[CH:11]=[CH:10][C:9]([N:12]2[CH2:17][CH2:16][N:15]([C:18]([C:20]3[CH:25]=[CH:24][CH:23]=[CH:22][CH:21]=3)=[O:19])[CH2:14][CH2:13]2)=[CH:8][C:7]=1[N+:26]([O-:28])=[O:27], predict the reaction product. The product is: [OH:5][C:6]1[CH:11]=[CH:10][C:9]([N:12]2[CH2:13][CH2:14][N:15]([C:18]([C:20]3[CH:25]=[CH:24][CH:23]=[CH:22][CH:21]=3)=[O:19])[CH2:16][CH2:17]2)=[CH:8][C:7]=1[N+:26]([O-:28])=[O:27]. (5) Given the reactants [C:1]([O:5][CH2:6][CH3:7])(=[O:4])[C:2]#[CH:3].[CH3:8][C:9]([N+:12]1[N-:13]OC(=O)[CH:16]=1)([CH3:11])[CH3:10], predict the reaction product. The product is: [CH3:8][C:9]([N:12]1[CH:16]=[CH:3][C:2]([C:1]([O:5][CH2:6][CH3:7])=[O:4])=[N:13]1)([CH3:11])[CH3:10]. (6) Given the reactants [Cl:1][C:2]1[CH:32]=[CH:31][C:5]2[N:6](C)[C:7](=[O:29])[CH:8]([CH2:18][C:19]3[CH:24]=[CH:23][C:22]([CH2:25][CH3:26])=[C:21]([CH2:27][CH3:28])[CH:20]=3)[N:9]=[C:10]([C:11]3[CH:16]=[CH:15][C:14]([F:17])=[CH:13][CH:12]=3)[C:4]=2[CH:3]=1.[Cl-].[Al+3].[Cl-].[Cl-].C(OCC)(=O)C, predict the reaction product. The product is: [Cl:1][C:2]1[CH:32]=[CH:31][C:5]2[NH:6][C:7](=[O:29])[CH:8]([CH2:18][C:19]3[CH:24]=[CH:23][C:22]([CH2:25][CH3:26])=[C:21]([CH2:27][CH3:28])[CH:20]=3)[N:9]=[C:10]([C:11]3[CH:16]=[CH:15][C:14]([F:17])=[CH:13][CH:12]=3)[C:4]=2[CH:3]=1. (7) Given the reactants [CH3:1][O:2][C:3]1[CH:8]=[CH:7][C:6]([C:9]2[S:13][C:12]([C:14](O)=[O:15])=[C:11]([NH:17][C:18]([NH:20][C:21]3[C:26]([CH3:27])=[CH:25][C:24]([CH3:28])=[CH:23][C:22]=3[CH3:29])=[O:19])[CH:10]=2)=[CH:5][CH:4]=1.CN(C(ON1N=NC2C=CC=NC1=2)=[N+](C)C)C.F[P-](F)(F)(F)(F)F.CCN(C(C)C)C(C)C.[NH2:63][C:64]1([C:72]([O:74][CH3:75])=[O:73])[CH2:71][CH2:70][CH2:69][CH2:68][CH2:67][CH2:66][CH2:65]1, predict the reaction product. The product is: [CH3:1][O:2][C:3]1[CH:4]=[CH:5][C:6]([C:9]2[S:13][C:12]([C:14]([NH:63][C:64]3([C:72]([O:74][CH3:75])=[O:73])[CH2:71][CH2:70][CH2:69][CH2:68][CH2:67][CH2:66][CH2:65]3)=[O:15])=[C:11]([NH:17][C:18]([NH:20][C:21]3[C:22]([CH3:29])=[CH:23][C:24]([CH3:28])=[CH:25][C:26]=3[CH3:27])=[O:19])[CH:10]=2)=[CH:7][CH:8]=1. (8) Given the reactants Cl[C:2]1[C:3]2[C:23]([CH3:24])=[C:22]([CH3:25])[S:21][C:4]=2[C:5]2[C:19]([CH3:20])=[N:18][O:17][C:6]=2[C@H:7]([CH2:9][C:10]([O:12][C:13]([CH3:16])([CH3:15])[CH3:14])=[O:11])[N:8]=1.[C:26]1([OH:32])[CH:31]=[CH:30][CH:29]=[CH:28][CH:27]=1, predict the reaction product. The product is: [CH3:25][C:22]1[S:21][C:4]2[C:5]3[C:19]([CH3:20])=[N:18][O:17][C:6]=3[C@H:7]([CH2:9][C:10]([O:12][C:13]([CH3:16])([CH3:15])[CH3:14])=[O:11])[N:8]=[C:2]([O:32][C:26]3[CH:31]=[CH:30][CH:29]=[CH:28][CH:27]=3)[C:3]=2[C:23]=1[CH3:24]. (9) The product is: [CH3:1][N:2]([CH3:3])[CH2:5][CH2:6][CH2:7][CH2:8][CH2:9][C@H:10]1[CH2:27][C@@:25]2([CH3:26])[C@@H:21]([CH2:22][CH2:23][C@@H:24]2[OH:28])[C@@:20]2([CH:29]=[CH2:30])[C@H:11]1[C:12]1[CH:13]=[CH:14][C:15]([OH:31])=[CH:16][C:17]=1[CH2:18][CH2:19]2. Given the reactants [CH3:1][NH:2][CH3:3].Br[CH2:5][CH2:6][CH2:7][CH2:8][CH2:9][C@H:10]1[CH2:27][C@@:25]2([CH3:26])[C@@H:21]([CH2:22][CH2:23][C@@H:24]2[OH:28])[C@@:20]2([CH:29]=[CH2:30])[C@H:11]1[C:12]1[CH:13]=[CH:14][C:15]([OH:31])=[CH:16][C:17]=1[CH2:18][CH2:19]2, predict the reaction product.